This data is from Catalyst prediction with 721,799 reactions and 888 catalyst types from USPTO. The task is: Predict which catalyst facilitates the given reaction. Reactant: [Cl:1][C:2]1[CH:7]=[CH:6][CH:5]=[CH:4][C:3]=1[CH2:8][CH2:9][N:10]1[CH2:14][CH2:13][C@@H:12]([NH:15][C:16]2[N:17]=[CH:18][C:19](/[CH:22]=[CH:23]/[C:24]([NH:26][O:27]C3CCCCO3)=[O:25])=[N:20][CH:21]=2)[CH2:11]1.[ClH:34]. Product: [ClH:1].[ClH:34].[Cl:1][C:2]1[CH:7]=[CH:6][CH:5]=[CH:4][C:3]=1[CH2:8][CH2:9][N:10]1[CH2:14][CH2:13][C@@H:12]([NH:15][C:16]2[N:17]=[CH:18][C:19](/[CH:22]=[CH:23]/[C:24]([NH:26][OH:27])=[O:25])=[N:20][CH:21]=2)[CH2:11]1. The catalyst class is: 14.